Dataset: Reaction yield outcomes from USPTO patents with 853,638 reactions. Task: Predict the reaction yield, written as a fraction of the theoretical maximum amount of product (1.0 means a 100% yield; for example, 0.34 means a 34% yield). (1) The reactants are [C:1]([O:5][C:6](=[O:62])[CH2:7][N:8]([C:17]1[CH:22]=[CH:21][C:20]([C:23]2([OH:53])[C:36]3[CH:35]=[C:34]([F:37])[C:33]([O:38][CH2:39][O:40][CH2:41][CH2:42][O:43][CH3:44])=[CH:32][C:31]=3[O:30][C:29]3[C:24]2=[CH:25][C:26]([F:52])=[C:27]([O:45][CH2:46][O:47][CH2:48][CH2:49][O:50][CH3:51])[CH:28]=3)=[CH:19][C:18]=1[O:54]CC1C=CC=CC=1)[CH2:9][C:10]([O:12][C:13]([CH3:16])([CH3:15])[CH3:14])=[O:11])([CH3:4])([CH3:3])[CH3:2]. The catalyst is C(O)C.CCOC(C)=O.[Pd]. The product is [C:13]([O:12][C:10](=[O:11])[CH2:9][N:8]([CH2:7][C:6]([O:5][C:1]([CH3:4])([CH3:3])[CH3:2])=[O:62])[C:17]1[CH:22]=[CH:21][C:20]([C:23]2([OH:53])[C:36]3[CH:35]=[C:34]([F:37])[C:33]([O:38][CH2:39][O:40][CH2:41][CH2:42][O:43][CH3:44])=[CH:32][C:31]=3[O:30][C:29]3[C:24]2=[CH:25][C:26]([F:52])=[C:27]([O:45][CH2:46][O:47][CH2:48][CH2:49][O:50][CH3:51])[CH:28]=3)=[CH:19][C:18]=1[OH:54])([CH3:16])([CH3:15])[CH3:14]. The yield is 0.780. (2) The product is [F:20][C:19]([F:22])([F:21])[O:18][C:14]1[CH:13]=[C:12]([N:5]2[C:6]3[N:7]=[CH:8][CH:9]=[CH:10][C:11]=3[C:2]3[NH:38][N:39]=[C:24]([CH2:25][C:26]4[CH:31]=[CH:30][CH:29]=[C:28]([C:32]([F:34])([F:33])[F:35])[CH:27]=4)[C:3]=3[C:40]2=[O:43])[CH:17]=[CH:16][CH:15]=1. The catalyst is CN(C=O)C. The reactants are O[C:2]1[C:11]2[C:6](=[N:7][CH:8]=[CH:9][CH:10]=2)[N:5]([C:12]2[CH:17]=[CH:16][CH:15]=[C:14]([O:18][C:19]([F:22])([F:21])[F:20])[CH:13]=2)C(=O)[C:3]=1[C:24](=O)[CH2:25][C:26]1[CH:31]=[CH:30][CH:29]=[C:28]([C:32]([F:35])([F:34])[F:33])[CH:27]=1.O.[NH2:38][NH2:39].[C:40](=[O:43])([O-])O.[Na+]. The yield is 0.0480. (3) The reactants are [Cl:1][C:2]1[CH:10]=[C:9]2[C:5](/[C:6](=[CH:12]/[C:13]3[CH:18]=[CH:17][CH:16]=[C:15]([Cl:19])[CH:14]=3)/[C:7](=[O:11])[NH:8]2)=[CH:4][CH:3]=1.[C:20]([O:24][C:25](O[C:25]([O:24][C:20]([CH3:23])([CH3:22])[CH3:21])=[O:26])=[O:26])([CH3:23])([CH3:22])[CH3:21]. The catalyst is ClCCl.CN(C)C1C=CN=CC=1. The product is [C:20]([O:24][C:25]([N:8]1[C:9]2[C:5](=[CH:4][CH:3]=[C:2]([Cl:1])[CH:10]=2)/[C:6](=[CH:12]/[C:13]2[CH:18]=[CH:17][CH:16]=[C:15]([Cl:19])[CH:14]=2)/[C:7]1=[O:11])=[O:26])([CH3:23])([CH3:22])[CH3:21]. The yield is 0.960. (4) The reactants are [CH:1]1([NH:7][C:8]2[CH:17]=[CH:16][C:11]([C:12]([O:14][CH3:15])=[O:13])=[CH:10][C:9]=2[N+:18]([O-])=O)[CH2:6][CH2:5][CH2:4][CH2:3][CH2:2]1.[H][H]. The catalyst is [OH-].[OH-].[Pd+2]. The product is [NH2:18][C:9]1[CH:10]=[C:11]([CH:16]=[CH:17][C:8]=1[NH:7][CH:1]1[CH2:6][CH2:5][CH2:4][CH2:3][CH2:2]1)[C:12]([O:14][CH3:15])=[O:13]. The yield is 0.900. (5) The catalyst is O1CCOCC1.CC(C1C=C(C(C)C)C(C2C(P(C3CCCCC3)C3CCCCC3)=CC=CC=2)=C(C(C)C)C=1)C.C1C=[C-]C(CCN)=CC=1.Cl[Pd+].CCOC(C)=O.O. The reactants are [CH3:1][C@@H:2]1[C:6]2[NH:7][C:8](B3OC(C)(C)C(C)(C)O3)=[CH:9][C:5]=2[C:4](=[O:19])[NH:3]1.[C:20]([NH:24][C:25]1[N:34]([CH3:35])[C:33](=[O:36])[C:32]2[C:27](=[C:28](I)[CH:29]=[CH:30][CH:31]=2)[N:26]=1)([CH3:23])([CH3:22])[CH3:21].[O-]P([O-])([O-])=O.[K+].[K+].[K+]. The yield is 0.590. The product is [C:20]([NH:24][C:25]1[N:34]([CH3:35])[C:33](=[O:36])[C:32]2[C:27](=[C:28]([C:8]3[NH:7][C:6]4[C@@H:2]([CH3:1])[NH:3][C:4](=[O:19])[C:5]=4[CH:9]=3)[CH:29]=[CH:30][CH:31]=2)[N:26]=1)([CH3:23])([CH3:22])[CH3:21]. (6) The reactants are [O:1]1[C:5]2[CH:6]=[CH:7][C:8]([CH2:10][CH2:11][OH:12])=[CH:9][C:4]=2[O:3][CH2:2]1.C(N(CC)CC)C.[CH3:20][S:21](Cl)(=[O:23])=[O:22]. The catalyst is ClCCl. The product is [O:1]1[C:5]2[CH:6]=[CH:7][C:8]([CH2:10][CH2:11][O:12][S:21]([CH3:20])(=[O:23])=[O:22])=[CH:9][C:4]=2[O:3][CH2:2]1. The yield is 0.960. (7) The reactants are [CH2:1]([NH2:5])[CH2:2][CH2:3][CH3:4].C(N=C=NC(C)C)(C)C.BrCC(O)=[O:18].[CH2:20]([NH:24][CH2:25][C:26]1[CH:31]=[CH:30][CH:29]=[C:28]([I:32])[CH:27]=1)[CH2:21]CC.Cl[C:34]([O:36][CH2:37][CH2:38][CH2:39][CH3:40])=[O:35].C([O-])([O-])=O.[K+].[K+]. The catalyst is C(Cl)Cl.O. The product is [I:32][C:28]1[CH:27]=[C:26]([CH:31]=[CH:30][CH:29]=1)[CH2:25][N:24]([CH2:20][C:21]([NH:5][CH2:1][CH2:2][CH2:3][CH3:4])=[O:18])[C:34](=[O:35])[O:36][CH2:37][CH2:38][CH2:39][CH3:40]. The yield is 0.330.